Dataset: Peptide-MHC class I binding affinity with 185,985 pairs from IEDB/IMGT. Task: Regression. Given a peptide amino acid sequence and an MHC pseudo amino acid sequence, predict their binding affinity value. This is MHC class I binding data. (1) The peptide sequence is TTARSKYPYDF. The MHC is Mamu-A01 with pseudo-sequence Mamu-A01. The binding affinity (normalized) is 0.378. (2) The binding affinity (normalized) is 0.0879. The MHC is Mamu-B17 with pseudo-sequence Mamu-B17. The peptide sequence is HSTYFPCF. (3) The MHC is HLA-B08:01 with pseudo-sequence HLA-B08:01. The binding affinity (normalized) is 0.0847. The peptide sequence is PAHKSQLVW.